The task is: Predict the reactants needed to synthesize the given product.. This data is from Full USPTO retrosynthesis dataset with 1.9M reactions from patents (1976-2016). Given the product [F:1][C:2]1[CH:10]=[C:9]([CH3:11])[C:8]2[N:7]([CH2:21][C:22]([C:25]3[CH:26]=[N:27][CH:28]=[CH:29][CH:30]=3)([OH:23])[CH3:24])[C:6]3[CH2:12][CH2:13][N:14]4[C@H:18]([C:5]=3[C:4]=2[CH:3]=1)[CH2:17][CH2:16][CH2:15]4, predict the reactants needed to synthesize it. The reactants are: [F:1][C:2]1[CH:10]=[C:9]([CH3:11])[C:8]2[NH:7][C:6]3[CH2:12][CH2:13][N:14]4[C@H:18]([C:5]=3[C:4]=2[CH:3]=1)[CH2:17][CH2:16][CH2:15]4.[H-].[Na+].[CH3:21][C:22]1([C:25]2[CH:26]=[N:27][CH:28]=[CH:29][CH:30]=2)[CH2:24][O:23]1.